This data is from CYP2C19 inhibition data for predicting drug metabolism from PubChem BioAssay. The task is: Regression/Classification. Given a drug SMILES string, predict its absorption, distribution, metabolism, or excretion properties. Task type varies by dataset: regression for continuous measurements (e.g., permeability, clearance, half-life) or binary classification for categorical outcomes (e.g., BBB penetration, CYP inhibition). Dataset: cyp2c19_veith. (1) The compound is CC(=O)Nc1ccc(N2C(=O)CC(c3ccccc3)CC2=O)cc1. The result is 0 (non-inhibitor). (2) The drug is CC(=O)[C@H]1CC[C@@H]2[C@]1(C)CC=C1[C@]23C=C[C@]2(C[C@H](O)CC[C@@]12C)[C@H](C(=O)O)[C@@H]3C(=O)O. The result is 0 (non-inhibitor). (3) The drug is O=C(c1ccncc1)N1CCC2(CC1)CN(c1ccccn1)C2. The result is 1 (inhibitor). (4) The result is 1 (inhibitor). The drug is O=C(CN(CC1CCCO1)C(=O)CNS(=O)(=O)c1ccc(Cl)cc1)NCCc1ccccc1.